From a dataset of Forward reaction prediction with 1.9M reactions from USPTO patents (1976-2016). Predict the product of the given reaction. (1) Given the reactants [Br:1][C:2]1[CH:3]=[CH:4][C:5]([F:29])=[C:6]([C@:8]2([CH3:28])[C@@H:13]([CH2:14][CH2:15][CH2:16][OH:17])[S:12](=[O:19])(=[O:18])[CH2:11][C:10]([NH:20][C:21](=[O:27])[O:22][C:23]([CH3:26])([CH3:25])[CH3:24])=[N:9]2)[CH:7]=1.N1C=CC=CC=1.[CH3:36][S:37](Cl)(=[O:39])=[O:38], predict the reaction product. The product is: [CH3:36][S:37]([O:17][CH2:16][CH2:15][CH2:14][C@@H:13]1[C@:8]([C:6]2[CH:7]=[C:2]([Br:1])[CH:3]=[CH:4][C:5]=2[F:29])([CH3:28])[N:9]=[C:10]([NH:20][C:21]([O:22][C:23]([CH3:24])([CH3:25])[CH3:26])=[O:27])[CH2:11][S:12]1(=[O:18])=[O:19])(=[O:39])=[O:38]. (2) Given the reactants [O:1]=[C:2]1[CH2:7][O:6][C:5]2[N:8]=[C:9]([C:18]3[CH:23]=[CH:22][C:21]([C:24]4([NH:28][C:29](=[O:35])[O:30][C:31]([CH3:34])([CH3:33])[CH3:32])[CH2:27][CH2:26][CH2:25]4)=[CH:20][CH:19]=3)[C:10]([C:12]3[CH:17]=[CH:16][CH:15]=[CH:14][CH:13]=3)=[CH:11][C:4]=2[NH:3]1.C(=O)([O-])[O-].[K+].[K+].Br[CH2:43][CH:44]1[CH2:46][CH2:45]1, predict the reaction product. The product is: [CH:44]1([CH2:43][N:3]2[C:2](=[O:1])[CH2:7][O:6][C:5]3[N:8]=[C:9]([C:18]4[CH:23]=[CH:22][C:21]([C:24]5([NH:28][C:29](=[O:35])[O:30][C:31]([CH3:32])([CH3:34])[CH3:33])[CH2:25][CH2:26][CH2:27]5)=[CH:20][CH:19]=4)[C:10]([C:12]4[CH:13]=[CH:14][CH:15]=[CH:16][CH:17]=4)=[CH:11][C:4]2=3)[CH2:46][CH2:45]1. (3) Given the reactants [F:1][C:2]1[CH:3]=[C:4]([CH2:9][C:10]([NH:12][C@H:13]([C:15]([OH:17])=O)[CH3:14])=[O:11])[CH:5]=[C:6]([F:8])[CH:7]=1.[NH2:18][CH:19]1[C:28]2[C:23](=[CH:24][CH:25]=[CH:26][CH:27]=2)[CH:22](C2C=NC=CC=2)[NH:21][C:20]1=[O:35], predict the reaction product. The product is: [F:8][C:6]1[CH:5]=[C:4]([CH2:9][C:10]([NH:12][C@H:13]([C:15]([NH:18][CH:19]2[C:28]3[C:23](=[CH:24][CH:25]=[CH:26][CH:27]=3)[CH2:22][N:21]([CH2:9][C:4]3[CH:5]=[CH:6][CH:7]=[CH:2][CH:3]=3)[C:20]2=[O:35])=[O:17])[CH3:14])=[O:11])[CH:3]=[C:2]([F:1])[CH:7]=1. (4) Given the reactants [C:1](=[O:45])([O:10][C@H:11]1[CH2:16][CH2:15][CH2:14][C@@H:13]([NH:17][C:18]2[C:23]([F:24])=[CH:22][N:21]=[C:20]([C:25]3[C:33]4[C:28](=[N:29][CH:30]=[C:31]([F:34])[CH:32]=4)[N:27]([S:35]([C:38]4[CH:44]=[CH:43][C:41]([CH3:42])=[CH:40][CH:39]=4)(=[O:37])=[O:36])[CH:26]=3)[N:19]=2)[CH2:12]1)ON1C(=O)CCC1=O.[F:46][C@@H:47]1[CH2:51][CH2:50][NH:49][CH2:48]1, predict the reaction product. The product is: [F:46][C@@H:47]1[CH2:51][CH2:50][N:49]([C:1]([O:10][C@H:11]2[CH2:16][CH2:15][CH2:14][C@@H:13]([NH:17][C:18]3[C:23]([F:24])=[CH:22][N:21]=[C:20]([C:25]4[C:33]5[C:28](=[N:29][CH:30]=[C:31]([F:34])[CH:32]=5)[N:27]([S:35]([C:38]5[CH:39]=[CH:40][C:41]([CH3:42])=[CH:43][CH:44]=5)(=[O:36])=[O:37])[CH:26]=4)[N:19]=3)[CH2:12]2)=[O:45])[CH2:48]1. (5) Given the reactants [C:1]([N:4]1[C:13]2[C:8](=[CH:9][C:10](Br)=[CH:11][CH:12]=2)[C@H:7]([NH:15]C(=O)OCC2C=CC=CC=2)[C@@H:6]([CH3:26])[C@@H:5]1[CH3:27])(=[O:3])[CH3:2].Cl.[C@@H:29]12[O:36][C@@H:33]([CH2:34][CH2:35]1)[CH2:32][NH:31][CH2:30]2.CC(C)([O-])C.[Na+].CN(C1C(C2C(P(C3CCCCC3)C3CCCCC3)=CC=CC=2)=CC=CC=1)C, predict the reaction product. The product is: [NH2:15][C@H:7]1[C:8]2[C:13](=[CH:12][CH:11]=[C:10]([N:31]3[CH2:30][CH:29]4[O:36][CH:33]([CH2:34][CH2:35]4)[CH2:32]3)[CH:9]=2)[N:4]([C:1](=[O:3])[CH3:2])[C@@H:5]([CH3:27])[C@@H:6]1[CH3:26]. (6) Given the reactants [CH3:1][O:2][C:3]1[C:8]2[CH2:9][CH2:10][C:11](=O)[CH2:12][CH2:13][C:7]=2[C:6]([O:15][CH3:16])=[CH:5][CH:4]=1.[CH2:17]([NH2:24])[C:18]1[CH:23]=[CH:22][CH:21]=[CH:20][CH:19]=1.O.C1(C)C=CC(S(O)(=O)=O)=CC=1, predict the reaction product. The product is: [CH2:17]([NH:24][CH:11]1[CH2:12][CH2:13][C:7]2[C:6]([O:15][CH3:16])=[CH:5][CH:4]=[C:3]([O:2][CH3:1])[C:8]=2[CH2:9][CH2:10]1)[C:18]1[CH:23]=[CH:22][CH:21]=[CH:20][CH:19]=1. (7) Given the reactants [CH2:1]([O:3][C:4](/[C:6](/O[Li])=[CH:7]/[C:8]([C:10]1[CH:15]=[CH:14][CH:13]=[CH:12][C:11]=1[CH3:16])=O)=[O:5])[CH3:2].[NH2:19][NH2:20], predict the reaction product. The product is: [CH3:16][C:11]1[CH:12]=[CH:13][CH:14]=[CH:15][C:10]=1[C:8]1[CH:7]=[C:6]([C:4]([O:3][CH2:1][CH3:2])=[O:5])[NH:20][N:19]=1. (8) Given the reactants C(OC(=O)[NH:7][C@@H:8]1[CH2:12][CH2:11][N:10]([C:13]2[N:21]=[C:20]3[C:16]([N:17]=[CH:18][N:19]3[C@@H:22]3[CH2:26][C@H:25]([NH:27][C:28](=[O:31])[CH2:29][CH3:30])[C@@H:24]([OH:32])[C@H:23]3[OH:33])=[C:15]([NH:34][CH2:35][CH:36]([C:43]3[CH:48]=[CH:47][CH:46]=[CH:45][CH:44]=3)[C:37]3[CH:42]=[CH:41][CH:40]=[CH:39][CH:38]=3)[N:14]=2)[CH2:9]1)(C)(C)C.[ClH:50], predict the reaction product. The product is: [ClH:50].[ClH:50].[NH2:7][C@@H:8]1[CH2:12][CH2:11][N:10]([C:13]2[N:21]=[C:20]3[C:16]([N:17]=[CH:18][N:19]3[C@@H:22]3[CH2:26][C@H:25]([NH:27][C:28](=[O:31])[CH2:29][CH3:30])[C@@H:24]([OH:32])[C@H:23]3[OH:33])=[C:15]([NH:34][CH2:35][CH:36]([C:43]3[CH:44]=[CH:45][CH:46]=[CH:47][CH:48]=3)[C:37]3[CH:38]=[CH:39][CH:40]=[CH:41][CH:42]=3)[N:14]=2)[CH2:9]1. (9) Given the reactants C[O:2][C:3](=[O:45])[C:4]1[CH:9]=[CH:8][CH:7]=[CH:6][C:5]=1[O:10][C:11]1[CH:16]=[CH:15][CH:14]=[C:13]([O:17][CH2:18][CH2:19][CH2:20][O:21][C:22]2[CH:27]=[C:26]([O:28]CC3C=CC=CC=3)[C:25]([C:36](=O)[CH2:37]Cl)=[CH:24][C:23]=2[CH2:40][CH3:41])[C:12]=1[CH2:42][CH2:43][CH3:44].[CH:46]([NH2:48])=[S:47].C(=O)([O-])[O-].[Mg+2], predict the reaction product. The product is: [CH2:40]([C:23]1[CH:24]=[C:25]([C:36]2[N:48]=[CH:46][S:47][CH:37]=2)[C:26]([OH:28])=[CH:27][C:22]=1[O:21][CH2:20][CH2:19][CH2:18][O:17][C:13]1[C:12]([CH2:42][CH2:43][CH3:44])=[C:11]([CH:16]=[CH:15][CH:14]=1)[O:10][C:5]1[CH:6]=[CH:7][CH:8]=[CH:9][C:4]=1[C:3]([OH:2])=[O:45])[CH3:41]. (10) Given the reactants [Br:1][C:2]1[CH:3]=[CH:4][C:5]2[C:6]3[N:15]([CH2:16][CH:17]4[CH2:21][O:20][C:19]([CH3:23])([CH3:22])[O:18]4)[C:14]([CH2:24][O:25][CH2:26][CH3:27])=[N:13][C:7]=3[C:8]([NH2:12])=[N:9][C:10]=2[CH:11]=1, predict the reaction product. The product is: [BrH:1].[CH3:22][C:19]1([CH3:23])[O:18][CH:17]([CH2:16][N:15]2[C:6]3[C:5]4[CH:4]=[CH:3][CH:2]=[CH:11][C:10]=4[N:9]=[C:8]([NH2:12])[C:7]=3[N:13]=[C:14]2[CH2:24][O:25][CH2:26][CH3:27])[CH2:21][O:20]1.